Dataset: Retrosynthesis with 50K atom-mapped reactions and 10 reaction types from USPTO. Task: Predict the reactants needed to synthesize the given product. (1) The reactants are: CCc1ccc([C@H]2C[C@@H](C(F)(F)F)n3ncc(C(=O)O)c3N2)cc1.Cc1cnc(CN)c(F)c1. Given the product CCc1ccc([C@H]2C[C@@H](C(F)(F)F)n3ncc(C(=O)NCc4ncc(C)cc4F)c3N2)cc1, predict the reactants needed to synthesize it. (2) The reactants are: CC(=O)Cl.CN(C)Cc1ccccc1Sc1ccc(Cl)cc1CO. Given the product CC(=O)OCc1cc(Cl)ccc1Sc1ccccc1CN(C)C, predict the reactants needed to synthesize it. (3) Given the product Cc1c(C=O)c(C(F)F)nn1C1CCCCO1, predict the reactants needed to synthesize it. The reactants are: CN(C)C=O.Cc1c(Br)c(C(F)F)nn1C1CCCCO1. (4) Given the product NCCc1ccc(O)c2[nH]ncc12, predict the reactants needed to synthesize it. The reactants are: Oc1ccc(CCNCc2ccccc2)c2cn[nH]c12. (5) Given the product CC(C)CC(NC(=O)c1ccc(N2CC(F)(F)C2)c(OCC2CC2)n1)c1cccnc1, predict the reactants needed to synthesize it. The reactants are: CC(C)CC(N)c1cccnc1.O=C(O)c1ccc(N2CC(F)(F)C2)c(OCC2CC2)n1. (6) Given the product Cc1onc(-c2ccccc2)c1C(=O)O, predict the reactants needed to synthesize it. The reactants are: COC(=O)c1c(-c2ccccc2)noc1C.